This data is from Full USPTO retrosynthesis dataset with 1.9M reactions from patents (1976-2016). The task is: Predict the reactants needed to synthesize the given product. (1) Given the product [OH:22][C:18]1[CH:17]=[C:16]([S:15][CH2:11][C:12]([OH:14])=[O:13])[CH:21]=[CH:20][CH:19]=1, predict the reactants needed to synthesize it. The reactants are: OC1C=C(SCC[CH2:11][C:12]([OH:14])=[O:13])C=CC=1.[SH:15][C:16]1[CH:17]=[C:18]([OH:22])[CH:19]=[CH:20][CH:21]=1.C(=O)([O-])[O-].[K+].[K+].BrCC(OCC)=O. (2) Given the product [C:28]([CH2:27][C:23]1([N:20]2[CH:21]=[CH:22][C:18]([C:17]3[C:12]4[CH:11]=[CH:10][N:9]([CH2:8][O:7][CH2:6][CH2:5][Si:4]([CH3:30])([CH3:3])[CH3:31])[C:13]=4[N:14]=[CH:15][N:16]=3)=[CH:19]2)[CH2:24][N:25]([CH:33]2[CH2:38][CH2:37][N:36]([C:39]([O:41][C:42]([CH3:45])([CH3:44])[CH3:43])=[O:40])[CH2:35][CH2:34]2)[CH2:26]1)#[N:29], predict the reactants needed to synthesize it. The reactants are: Cl.Cl.[CH3:3][Si:4]([CH3:31])([CH3:30])[CH2:5][CH2:6][O:7][CH2:8][N:9]1[C:13]2[N:14]=[CH:15][N:16]=[C:17]([C:18]3[CH:22]=[CH:21][N:20]([C:23]4([CH2:27][C:28]#[N:29])[CH2:26][NH:25][CH2:24]4)[CH:19]=3)[C:12]=2[CH:11]=[CH:10]1.O=[C:33]1[CH2:38][CH2:37][N:36]([C:39]([O:41][C:42]([CH3:45])([CH3:44])[CH3:43])=[O:40])[CH2:35][CH2:34]1.C(N(CC)C(C)C)(C)C.C(O[BH-](OC(=O)C)OC(=O)C)(=O)C.[Na+].